Dataset: Forward reaction prediction with 1.9M reactions from USPTO patents (1976-2016). Task: Predict the product of the given reaction. (1) Given the reactants C(N(CC)CC)C.FC(F)(F)S(O[C:14]1[CH:19]=[CH:18][C:17](=[O:20])[N:16]([CH:21]([CH3:23])[CH3:22])[N:15]=1)(=O)=O.[C:26]([C:28]1[CH:33]=[CH:32][C:31]([F:34])=[CH:30][CH:29]=1)#[CH:27].O, predict the reaction product. The product is: [F:34][C:31]1[CH:32]=[CH:33][C:28]([C:26]#[C:27][C:14]2[CH:19]=[CH:18][C:17](=[O:20])[N:16]([CH:21]([CH3:22])[CH3:23])[N:15]=2)=[CH:29][CH:30]=1. (2) Given the reactants [C:1]1([C:21]2[CH:26]=[CH:25][CH:24]=[CH:23][CH:22]=2)[CH:6]=[CH:5][C:4]([C:7]2[N:8]([C:14]3[CH:19]=[CH:18][CH:17]=[CH:16][C:15]=3[F:20])[C:9]([CH2:12]O)=[N:10][N:11]=2)=[CH:3][CH:2]=1.S(Cl)([Cl:29])=O.C(Cl)(Cl)Cl, predict the reaction product. The product is: [C:1]1([C:21]2[CH:26]=[CH:25][CH:24]=[CH:23][CH:22]=2)[CH:6]=[CH:5][C:4]([C:7]2[N:8]([C:14]3[CH:19]=[CH:18][CH:17]=[CH:16][C:15]=3[F:20])[C:9]([CH2:12][Cl:29])=[N:10][N:11]=2)=[CH:3][CH:2]=1. (3) The product is: [C:25]1([C:34]2[CH:39]=[CH:38][CH:37]=[CH:36][CH:35]=2)[CH:30]=[CH:29][CH:28]=[C:27]([C:31]([N:15]=[N+:16]=[N-:17])=[O:32])[CH:26]=1. Given the reactants C1(P([N:15]=[N+:16]=[N-:17])(C2C=CC=CC=2)=O)C=CC=CC=1.C(N(CC)CC)C.[C:25]1([C:34]2[CH:39]=[CH:38][CH:37]=[CH:36][CH:35]=2)[CH:30]=[CH:29][CH:28]=[C:27]([C:31](O)=[O:32])[CH:26]=1, predict the reaction product. (4) Given the reactants [CH3:1][C:2]1[CH:3]=[C:4]([CH:6]=[CH:7][CH:8]=1)[NH2:5].[CH2:9]([CH:11]([CH2:14][CH2:15][CH2:16][CH3:17])[CH2:12]Br)[CH3:10].C(=O)([O-])[O-].[K+].[K+], predict the reaction product. The product is: [CH2:9]([CH:11]([CH2:14][CH2:15][CH2:16][CH3:17])[CH2:12][N:5]([CH2:12][CH:11]([CH2:9][CH3:10])[CH2:14][CH2:15][CH2:16][CH3:17])[C:4]1[CH:6]=[CH:7][CH:8]=[C:2]([CH3:1])[CH:3]=1)[CH3:10]. (5) Given the reactants Cl[C:2]1[CH:3]=[CH:4][C:5]2[N:6]([C:8]([CH:11]([CH3:13])[CH3:12])=[N:9][N:10]=2)[N:7]=1.[CH:14]([Sn](C=C)(C=C)C=C)=[CH2:15].[Cl-].[Li+], predict the reaction product. The product is: [CH:11]([C:8]1[N:6]2[N:7]=[C:2]([CH:14]=[CH2:15])[CH:3]=[CH:4][C:5]2=[N:10][N:9]=1)([CH3:13])[CH3:12].